Dataset: Forward reaction prediction with 1.9M reactions from USPTO patents (1976-2016). Task: Predict the product of the given reaction. (1) The product is: [CH3:52][O:53][C:54]([NH:56][C@@H:57]([CH:61]([CH3:63])[CH3:62])[C:58]([N:7]1[CH2:8][C@@H:4]([CH2:3][O:2][CH3:1])[CH2:5][C@H:6]1[C:9]1[NH:13][C:12]2[C:14]3[C:19]([CH:20]=[CH:21][C:11]=2[N:10]=1)=[CH:18][C:17]1[C:22]2[C:27]([CH2:28][O:29][C:16]=1[CH:15]=3)=[CH:26][C:25]([C:30]1[NH:34][C:33]([C@@H:35]3[CH2:39][C@H:38]([CH3:40])[CH2:37][N:36]3[C:41](=[O:51])[C@@H:42]([NH:46][C:47](=[O:50])[O:48][CH3:49])[CH:43]([CH3:45])[CH3:44])=[N:32][CH:31]=1)=[CH:24][CH:23]=2)=[O:59])=[O:55]. Given the reactants [CH3:1][O:2][CH2:3][C@@H:4]1[CH2:8][NH:7][C@H:6]([C:9]2[NH:13][C:12]3[C:14]4[C:19]([CH:20]=[CH:21][C:11]=3[N:10]=2)=[CH:18][C:17]2[C:22]3[C:27]([CH2:28][O:29][C:16]=2[CH:15]=4)=[CH:26][C:25]([C:30]2[NH:34][C:33]([C@@H:35]4[CH2:39][C@H:38]([CH3:40])[CH2:37][N:36]4[C:41](=[O:51])[C@@H:42]([NH:46][C:47](=[O:50])[O:48][CH3:49])[CH:43]([CH3:45])[CH3:44])=[N:32][CH:31]=2)=[CH:24][CH:23]=3)[CH2:5]1.[CH3:52][O:53][C:54]([NH:56][CH:57]([CH:61]([CH3:63])[CH3:62])[C:58](O)=[O:59])=[O:55].CN(C(ON1N=NC2C=CC=NC1=2)=[N+](C)C)C.F[P-](F)(F)(F)(F)F.C(N(C(C)C)CC)(C)C, predict the reaction product. (2) Given the reactants [NH:1]([CH2:5][CH2:6][OH:7])[CH2:2][CH2:3][OH:4].[C:8]1([N:14]=[C:15]=[O:16])[CH:13]=[CH:12][CH:11]=[CH:10][CH:9]=1, predict the reaction product. The product is: [OH:4][CH2:3][CH2:2][N:1]([CH2:5][CH2:6][OH:7])[C:15]([NH:14][C:8]1[CH:13]=[CH:12][CH:11]=[CH:10][CH:9]=1)=[O:16]. (3) Given the reactants [Cl:1][C:2]1[N:3]=[C:4]2[NH:11][C:10]3([CH2:15][CH2:14][CH2:13][CH2:12]3)[CH2:9][N:5]2[C:6](=[O:8])[CH:7]=1.C(=O)([O-])[O-].[Cs+].[Cs+].CC1C=CC(S(O[CH2:33][CH2:34][O:35][CH:36]([CH3:38])[CH3:37])(=O)=O)=CC=1.O, predict the reaction product. The product is: [Cl:1][C:2]1[N:3]=[C:4]2[N:11]([CH2:33][CH2:34][O:35][CH:36]([CH3:38])[CH3:37])[C:10]3([CH2:15][CH2:14][CH2:13][CH2:12]3)[CH2:9][N:5]2[C:6](=[O:8])[CH:7]=1. (4) Given the reactants Cl[C:2]1[CH:7]=[C:6](Cl)[N:5]=[CH:4][N:3]=1.[H-].[Na+].[Cl:11][CH:12]([Cl:16])[CH:13]([OH:15])[CH3:14].[CH2:17]([OH:21])[C:18]#[C:19][CH3:20].[Cl-].[NH4+], predict the reaction product. The product is: [CH2:17]([O:21][C:2]1[CH:7]=[C:6]([O:15][CH:13]([CH3:14])[CH:12]([Cl:16])[Cl:11])[N:5]=[CH:4][N:3]=1)[C:18]#[C:19][CH3:20]. (5) Given the reactants [F:1][C:2]1[C:3]([O:24][CH2:25][C:26]2[CH:31]=[CH:30][CH:29]=[CH:28][CH:27]=2)=[C:4]([C:8]2[N:13]([CH2:14][CH2:15][C:16]3[CH:21]=[CH:20][CH:19]=[CH:18][CH:17]=3)[C:12](=[O:22])[CH:11]=[C:10]([CH3:23])[N:9]=2)[CH:5]=[CH:6][CH:7]=1.[Br:32]Br.C(OCC)(=O)C, predict the reaction product. The product is: [Br:32][C:11]1[C:12](=[O:22])[N:13]([CH2:14][CH2:15][C:16]2[CH:21]=[CH:20][CH:19]=[CH:18][CH:17]=2)[C:8]([C:4]2[CH:5]=[CH:6][CH:7]=[C:2]([F:1])[C:3]=2[O:24][CH2:25][C:26]2[CH:27]=[CH:28][CH:29]=[CH:30][CH:31]=2)=[N:9][C:10]=1[CH3:23]. (6) Given the reactants [CH2:1]([NH:5][C:6]1[N:14]=[C:13]2[C:9]([N:10]=[C:11]([O:25][CH3:26])[N:12]2[CH2:15][CH2:16][CH2:17][N:18]2[CH2:23][CH2:22][N:21]([CH3:24])[CH2:20][CH2:19]2)=[C:8]([NH2:27])[N:7]=1)[CH2:2][CH2:3][CH3:4].[CH2:28](NC1N=C2C(N=C(OC)N2CCCCl)=C(N)N=1)[CH2:29][CH2:30][CH3:31].C1(N2CCNCC2)CCCC1, predict the reaction product. The product is: [CH2:1]([NH:5][C:6]1[N:14]=[C:13]2[C:9]([N:10]=[C:11]([O:25][CH3:26])[N:12]2[CH2:15][CH2:16][CH2:17][N:18]2[CH2:19][CH2:20][N:21]([CH:24]3[CH2:31][CH2:30][CH2:29][CH2:28]3)[CH2:22][CH2:23]2)=[C:8]([NH2:27])[N:7]=1)[CH2:2][CH2:3][CH3:4]. (7) Given the reactants [Cl:1][C:2]1[CH:7]=[CH:6][C:5]([C:8]2[CH2:12][C:11]([C:17]3[CH:22]=[C:21]([CH3:23])[C:20]([NH:24][C:25](=[O:35])[C:26]4[CH:31]=[CH:30][CH:29]=[C:28]([N+:32]([O-])=O)[CH:27]=4)=[C:19]([CH3:36])[CH:18]=3)([C:13]([F:16])([F:15])[F:14])[O:10][N:9]=2)=[CH:4][CH:3]=1.[Sn](Cl)Cl.Cl, predict the reaction product. The product is: [Cl:1][C:2]1[CH:7]=[CH:6][C:5]([C:8]2[CH2:12][C:11]([C:17]3[CH:22]=[C:21]([CH3:23])[C:20]([NH:24][C:25](=[O:35])[C:26]4[CH:31]=[CH:30][CH:29]=[C:28]([NH2:32])[CH:27]=4)=[C:19]([CH3:36])[CH:18]=3)([C:13]([F:14])([F:15])[F:16])[O:10][N:9]=2)=[CH:4][CH:3]=1. (8) Given the reactants [Cl:1][C:2]1[N:7]=[C:6](Cl)[CH:5]=[C:4]([CH2:9][CH2:10][CH3:11])[N:3]=1.[C:12]([NH:15][CH:16]1[CH2:20][CH2:19][NH:18][CH2:17]1)(=[O:14])[CH3:13].C(N(C(C)C)CC)(C)C, predict the reaction product. The product is: [Cl:1][C:2]1[N:7]=[C:6]([N:18]2[CH2:19][CH2:20][CH:16]([NH:15][C:12](=[O:14])[CH3:13])[CH2:17]2)[CH:5]=[C:4]([CH2:9][CH2:10][CH3:11])[N:3]=1. (9) Given the reactants [Br-:1].[Br-].[Br-].[Br-].[C:5]1([N+](C)(C)C)[CH:10]=[CH:9][CH:8]=[CH:7][CH:6]=1.[C:15]1([N+](C)(C)C)[CH:20]=[CH:19][CH:18]=CC=1.[C:25]1([N+](C)(C)C)[CH:30]=CC=CC=1.[C:35]1([N+](C)(C)C)[CH:40]=CC=CC=1.[OH2:45].C([O:49][CH2:50][CH3:51])(=O)C, predict the reaction product. The product is: [Br:1][C@H:40]1[CH2:35][C@:9]2([CH2:30][CH3:25])[C@H:8]([CH2:7][CH2:6][C:5]3[C:10]2=[CH:18][CH:19]=[C:20]([OH:45])[CH:15]=3)[CH2:51][C:50]1=[O:49].